Dataset: Cav3 T-type calcium channel HTS with 100,875 compounds. Task: Binary Classification. Given a drug SMILES string, predict its activity (active/inactive) in a high-throughput screening assay against a specified biological target. The drug is S1(=O)(=O)C2C(N3CCOCC3)(C1)C(C)C(=O)CCCCCCCCC2. The result is 0 (inactive).